Dataset: Reaction yield outcomes from USPTO patents with 853,638 reactions. Task: Predict the reaction yield, written as a fraction of the theoretical maximum amount of product (1.0 means a 100% yield; for example, 0.34 means a 34% yield). (1) The reactants are [OH:1][CH2:2]/[CH:3]=[CH:4]/[C:5]1[C:10](=[O:11])[N:9]2[CH:12]=[CH:13][C:14]([CH2:16][CH2:17][C:18]3[S:19][CH:20]=[C:21]([CH:23]([CH3:25])[CH3:24])[N:22]=3)=[CH:15][C:8]2=[N:7][C:6]=1[N:26]1[CH2:31][CH2:30][O:29][CH2:28][CH2:27]1.[CH2:32]([Zn]CC)C.CCCCCC.IC.[Cl-].[NH4+]. The catalyst is ClCCl. The product is [OH:1][CH2:2][CH:3]1[CH2:32][CH:4]1[C:5]1[C:10](=[O:11])[N:9]2[CH:12]=[CH:13][C:14]([CH2:16][CH2:17][C:18]3[S:19][CH:20]=[C:21]([CH:23]([CH3:25])[CH3:24])[N:22]=3)=[CH:15][C:8]2=[N:7][C:6]=1[N:26]1[CH2:31][CH2:30][O:29][CH2:28][CH2:27]1. The yield is 0.730. (2) The yield is 0.680. The reactants are C(O[C:6](=O)[N:7]([CH2:9][C:10]1[CH:14]=[C:13]([C:15]2[CH:20]=[CH:19][CH:18]=[CH:17][CH:16]=2)[N:12]([S:21]([C:24]2[CH:25]=[N:26][C:27]([Cl:30])=[CH:28][CH:29]=2)(=[O:23])=[O:22])[CH:11]=1)C)(C)(C)C.[CH3:32][N:33](C)C=O.C(OCC)(=O)C.Cl. The product is [ClH:30].[CH3:6][NH:7][CH2:9][C:10]1[CH:14]=[C:13]([C:15]2[CH:16]=[CH:17][CH:18]=[CH:19][CH:20]=2)[N:12]([S:21]([C:24]2[CH:29]=[CH:28][C:27]([C:32]#[N:33])=[N:26][CH:25]=2)(=[O:22])=[O:23])[CH:11]=1. The catalyst is C(OCC)(=O)C.[C-]#N.[Zn+2].[C-]#N.C1C=CC([P]([Pd]([P](C2C=CC=CC=2)(C2C=CC=CC=2)C2C=CC=CC=2)([P](C2C=CC=CC=2)(C2C=CC=CC=2)C2C=CC=CC=2)[P](C2C=CC=CC=2)(C2C=CC=CC=2)C2C=CC=CC=2)(C2C=CC=CC=2)C2C=CC=CC=2)=CC=1.